From a dataset of Catalyst prediction with 721,799 reactions and 888 catalyst types from USPTO. Predict which catalyst facilitates the given reaction. (1) Reactant: [C:1]([C:3]1[CH:8]=[CH:7][C:6]([N:9]2[C:13]3=[N:14][CH:15]=[CH:16][C:17]([C:18]4[CH:19]=[N:20][C:21]5[C:26]([CH:27]=4)=[CH:25][CH:24]=[CH:23][CH:22]=5)=[C:12]3[C:11]([CH:28]([CH3:30])[CH3:29])=[N:10]2)=[CH:5][C:4]=1[NH:31][CH:32]1[CH2:37][CH2:36][N:35](C(OC(C)(C)C)=O)[CH2:34][CH2:33]1)#[N:2].C(Cl)(Cl)Cl.O.C(=O)(O)[O-].[Na+]. Product: [CH:28]([C:11]1[C:12]2[C:13](=[N:14][CH:15]=[CH:16][C:17]=2[C:18]2[CH:19]=[N:20][C:21]3[C:26]([CH:27]=2)=[CH:25][CH:24]=[CH:23][CH:22]=3)[N:9]([C:6]2[CH:7]=[CH:8][C:3]([C:1]#[N:2])=[C:4]([NH:31][CH:32]3[CH2:33][CH2:34][NH:35][CH2:36][CH2:37]3)[CH:5]=2)[N:10]=1)([CH3:30])[CH3:29]. The catalyst class is: 55. (2) Reactant: [CH3:1][O:2][C:3]([C:5]1[N:13]=[C:12]2[C:8]([N:9]=[CH:10][NH:11]2)=[C:7]([NH:14][CH2:15][CH:16]([C:23]2[CH:28]=[CH:27][CH:26]=[CH:25][CH:24]=2)[C:17]2[CH:22]=[CH:21][CH:20]=[CH:19][CH:18]=2)[N:6]=1)=[O:4].[H-].[Na+].CC([O:34][C@H:35]1[CH:39]=[CH:38][C@@H:37](O)[CH2:36]1)=O.C1(P(C2C=CC=CC=2)C2C=CC=CC=2)C=CC=CC=1. Product: [CH3:1][O:2][C:3]([C:5]1[N:13]=[C:12]2[C:8]([N:9]=[CH:10][N:11]2[C@@H:38]2[CH2:39][C@H:35]([OH:34])[CH:36]=[CH:37]2)=[C:7]([NH:14][CH2:15][CH:16]([C:23]2[CH:28]=[CH:27][CH:26]=[CH:25][CH:24]=2)[C:17]2[CH:18]=[CH:19][CH:20]=[CH:21][CH:22]=2)[N:6]=1)=[O:4]. The catalyst class is: 73. (3) Reactant: [OH:1][C:2]1[CH:10]=[CH:9][C:5]([C:6]([OH:8])=[O:7])=[CH:4][CH:3]=1.[Na+].[I-:12].[OH-].[Na+].Cl[O-].[Na+].[O-]S([O-])(=S)=O.[Na+].[Na+].Cl. Product: [OH:1][C:2]1[CH:10]=[CH:9][C:5]([C:6]([OH:8])=[O:7])=[CH:4][C:3]=1[I:12]. The catalyst class is: 24. (4) Reactant: Cl[C:2]1[C:6]2=[N:7][CH:8]=[CH:9][C:10]([C:11]3[CH:12]=[N:13][CH:14]=[CH:15][C:16]=3[CH3:17])=[C:5]2[O:4][N:3]=1.[NH:18]1[CH2:23][CH2:22][O:21][CH2:20][CH2:19]1.C(=O)([O-])[O-].[Cs+].[Cs+]. Product: [CH3:17][C:16]1[CH:15]=[CH:14][N:13]=[CH:12][C:11]=1[C:10]1[CH:9]=[CH:8][N:7]=[C:6]2[C:2]([N:18]3[CH2:23][CH2:22][O:21][CH2:20][CH2:19]3)=[N:3][O:4][C:5]=12. The catalyst class is: 16.